This data is from Reaction yield outcomes from USPTO patents with 853,638 reactions. The task is: Predict the reaction yield, written as a fraction of the theoretical maximum amount of product (1.0 means a 100% yield; for example, 0.34 means a 34% yield). The reactants are [N:1]1([C:7]([C:9]2[CH:14]=[CH:13][CH:12]=[CH:11][C:10]=2[C:15]([F:18])([F:17])[F:16])=[S:8])[CH2:6][CH2:5][NH:4][CH2:3][CH2:2]1.[CH:19]1([CH2:22][CH2:23][NH:24][C:25]([C:27]2[N:28]=[N:29][C:30](Cl)=[CH:31][CH:32]=2)=[O:26])[CH2:21][CH2:20]1.C([O-])([O-])=O.[K+].[K+]. The catalyst is [N+](CCCC)(CCCC)(CCCC)CCCC.[I-].O1CCOCC1. The product is [CH:19]1([CH2:22][CH2:23][NH:24][C:25]([C:27]2[N:28]=[N:29][C:30]([N:4]3[CH2:5][CH2:6][N:1]([C:7](=[S:8])[C:9]4[CH:14]=[CH:13][CH:12]=[CH:11][C:10]=4[C:15]([F:18])([F:16])[F:17])[CH2:2][CH2:3]3)=[CH:31][CH:32]=2)=[O:26])[CH2:21][CH2:20]1. The yield is 0.760.